From a dataset of Full USPTO retrosynthesis dataset with 1.9M reactions from patents (1976-2016). Predict the reactants needed to synthesize the given product. Given the product [OH:19][CH2:18][CH2:17][N:16]([CH2:13][CH2:14][CH3:15])[C:2]1[NH:10][C:9]2[C:4](=[N:5][CH:6]=[CH:7][CH:8]=2)[C:3]=1[C:11]#[N:12], predict the reactants needed to synthesize it. The reactants are: Cl[C:2]1[NH:10][C:9]2[C:4](=[N:5][CH:6]=[CH:7][CH:8]=2)[C:3]=1[C:11]#[N:12].[CH2:13]([NH:16][CH2:17][CH2:18][OH:19])[CH2:14][CH3:15].